This data is from Catalyst prediction with 721,799 reactions and 888 catalyst types from USPTO. The task is: Predict which catalyst facilitates the given reaction. (1) Reactant: [OH:1][C:2]1[CH:19]=[C:18]2[C:5]([C@@:6]3([CH3:25])[C@H:15]([CH2:16][S:17]2(=[O:21])=[O:20])[C@:14]2([CH3:22])[C@H:9]([C:10]([CH3:24])([CH3:23])[CH2:11][CH2:12][CH2:13]2)[CH2:8][CH2:7]3)=[C:4]([C:26]([OH:28])=O)[CH:3]=1.[CH3:29][N:30](C(ON1N=NC2C=CC=NC1=2)=[N+](C)C)C.F[P-](F)(F)(F)(F)F.CN1CCOCC1.CN. Product: [OH:1][C:2]1[CH:19]=[C:18]2[C:5]([C@@:6]3([CH3:25])[C@H:15]([CH2:16][S:17]2(=[O:21])=[O:20])[C@:14]2([CH3:22])[C@H:9]([C:10]([CH3:24])([CH3:23])[CH2:11][CH2:12][CH2:13]2)[CH2:8][CH2:7]3)=[C:4]([C:26]([NH:30][CH3:29])=[O:28])[CH:3]=1. The catalyst class is: 198. (2) Reactant: C([O:3][C:4](=[O:31])[CH:5]([O:26][C:27]([CH3:30])([CH3:29])[CH3:28])[C:6]1[C:15]([CH3:16])=[CH:14][C:13]2[C:8](=[CH:9][CH:10]=[CH:11][C:12]=2[O:17][CH3:18])[C:7]=1[C:19]1[CH:24]=[CH:23][C:22]([Cl:25])=[CH:21][CH:20]=1)C.[Li+].[OH-].[OH-].[Na+].C(O)=O. Product: [C:27]([O:26][CH:5]([C:6]1[C:15]([CH3:16])=[CH:14][C:13]2[C:8](=[CH:9][CH:10]=[CH:11][C:12]=2[O:17][CH3:18])[C:7]=1[C:19]1[CH:20]=[CH:21][C:22]([Cl:25])=[CH:23][CH:24]=1)[C:4]([OH:31])=[O:3])([CH3:30])([CH3:28])[CH3:29]. The catalyst class is: 242. (3) Reactant: [C:1]([O:7][CH2:8][CH3:9])(=[O:6])[CH2:2][C:3]([CH3:5])=[O:4].Br[CH:11]1[CH2:16][CH2:15][CH2:14][CH:13]=[CH:12]1.C(=O)([O-])[O-].[K+].[K+]. Product: [CH:11]1[CH2:16][CH2:15][CH2:14][CH:13]([CH:2]([C:3]([CH3:5])=[O:4])[C:1]([O:7][CH2:8][CH3:9])=[O:6])[CH:12]=1. The catalyst class is: 21. (4) Reactant: [N:1](/[C:4](=[CH:10]\[C:11]1[S:12][C:13]([CH3:16])=[CH:14][CH:15]=1)/[C:5]([O:7][CH2:8][CH3:9])=[O:6])=[N+]=[N-]. Product: [CH3:16][C:13]1[S:12][C:11]2[CH:10]=[C:4]([C:5]([O:7][CH2:8][CH3:9])=[O:6])[NH:1][C:15]=2[CH:14]=1. The catalyst class is: 11. (5) Reactant: [Cl:1][C:2]1[S:6][C:5]([S:7]([NH:10][C@H:11]([CH2:15][CH:16]2[CH2:18][CH2:17]2)[C:12]([NH2:14])=[O:13])(=[O:9])=[O:8])=[CH:4][CH:3]=1.[Br:19][C:20]1[CH:27]=[CH:26][C:23]([CH2:24]Br)=[CH:22][C:21]=1[F:28].C([O-])([O-])=O.[Cs+].[Cs+]. Product: [Br:19][C:20]1[CH:27]=[CH:26][C:23]([CH2:24][N:10]([C@H:11]([CH2:15][CH:16]2[CH2:17][CH2:18]2)[C:12]([NH2:14])=[O:13])[S:7]([C:5]2[S:6][C:2]([Cl:1])=[CH:3][CH:4]=2)(=[O:8])=[O:9])=[CH:22][C:21]=1[F:28]. The catalyst class is: 3. (6) Reactant: C([N:14]1[CH2:17][C:16]([CH2:19][NH:20][C:21](=[O:27])[O:22][C:23]([CH3:26])([CH3:25])[CH3:24])([F:18])[CH2:15]1)(C1C=CC=CC=1)C1C=CC=CC=1. Product: [F:18][C:16]1([CH2:19][NH:20][C:21](=[O:27])[O:22][C:23]([CH3:25])([CH3:24])[CH3:26])[CH2:15][NH:14][CH2:17]1. The catalyst class is: 261. (7) Reactant: C1C=CC(P(C2C(C3C(P(C4C=CC=CC=4)C4C=CC=CC=4)=CC=C4C=3C=CC=C4)=C3C(C=CC=C3)=CC=2)C2C=CC=CC=2)=CC=1.Br[C:48]1[CH:53]=[C:52]([Cl:54])[CH:51]=[CH:50][C:49]=1[N+:55]([O-:57])=[O:56].[NH2:58][C:59]1[N:67]=[C:66]2[C:62]([NH:63][C:64](=[O:74])[N:65]2[CH:68]2[CH2:73][CH2:72][O:71][CH2:70][CH2:69]2)=[C:61]([Cl:75])[N:60]=1.C(=O)([O-])[O-].[Cs+].[Cs+]. Product: [Cl:75][C:61]1[N:60]=[C:59]([NH:58][C:48]2[CH:53]=[C:52]([Cl:54])[CH:51]=[CH:50][C:49]=2[N+:55]([O-:57])=[O:56])[N:67]=[C:66]2[C:62]=1[NH:63][C:64](=[O:74])[N:65]2[CH:68]1[CH2:69][CH2:70][O:71][CH2:72][CH2:73]1. The catalyst class is: 222. (8) Reactant: Br[C:2]1[S:6][C:5]([C:7]2[N:11]3[N:12]=[C:13]([CH3:21])[CH:14]=[C:15]([CH:16]([CH2:19][CH3:20])[CH2:17][CH3:18])[C:10]3=[N:9][C:8]=2[CH3:22])=[C:4]([CH3:23])[CH:3]=1.C1[CH2:28][O:27][CH2:26]C1.C([Li])CCC.ICOC. Product: [CH2:17]([CH:16]([C:15]1[C:10]2[N:11]([C:7]([C:5]3[S:6][C:2]([CH2:26][O:27][CH3:28])=[CH:3][C:4]=3[CH3:23])=[C:8]([CH3:22])[N:9]=2)[N:12]=[C:13]([CH3:21])[CH:14]=1)[CH2:19][CH3:20])[CH3:18]. The catalyst class is: 25. (9) Reactant: [CH3:1][O:2][C:3]1[CH:4]=[C:5]2[C:10](=[CH:11][C:12]=1[O:13][CH3:14])[N:9]=[CH:8][CH:7]=[C:6]2[O:15][C:16]1[CH:21]=[CH:20][C:19]([NH:22][C:23](=O)[CH2:24][O:25][C:26]2[CH:31]=[CH:30][CH:29]=[C:28]([CH3:32])[CH:27]=2)=[CH:18][C:17]=1[CH3:34].Cl.[OH-].[Na+]. Product: [CH3:1][O:2][C:3]1[CH:4]=[C:5]2[C:10](=[CH:11][C:12]=1[O:13][CH3:14])[N:9]=[CH:8][CH:7]=[C:6]2[O:15][C:16]1[CH:21]=[CH:20][C:19]([NH:22][CH2:23][CH2:24][O:25][C:26]2[CH:31]=[CH:30][CH:29]=[C:28]([CH3:32])[CH:27]=2)=[CH:18][C:17]=1[CH3:34]. The catalyst class is: 7. (10) Reactant: FC(F)(F)S(O[C:7]1[CH:12]=[C:11]([CH3:13])[N:10]([CH2:14][C:15]2[CH:20]=[CH:19][CH:18]=[C:17]([F:21])[CH:16]=2)[C:9](=[O:22])[C:8]=1[Br:23])(=O)=O.BrC1C(=O)N([CH2:35][C:36]2[CH:41]=[CH:40][CH:39]=[C:38](F)[CH:37]=2)C(C)=CC=1O.[CH2:44](N(CC)CC)C. Product: [Br:23][C:8]1[C:9](=[O:22])[N:10]([CH2:14][C:15]2[CH:20]=[CH:19][CH:18]=[C:17]([F:21])[CH:16]=2)[C:11]([CH3:13])=[CH:12][C:7]=1[CH2:44][CH2:35][C:36]1[CH:37]=[CH:38][CH:39]=[CH:40][CH:41]=1. The catalyst class is: 4.